This data is from Experimentally validated miRNA-target interactions with 360,000+ pairs, plus equal number of negative samples. The task is: Binary Classification. Given a miRNA mature sequence and a target amino acid sequence, predict their likelihood of interaction. (1) The miRNA is mmu-miR-471-3p with sequence UGAAAGGUGCCAUACUAUGUAU. The protein sequence of the target gene is MWAFPELPLPLPLLVNLIGSLLGFVATVTLIPAFRSHFIAARLCGQDLNKLSQQQIPESQGVISGAVFLIILFCFIPFPFLNCFVEEQCKAFPHHEFVALIGALLAICCMIFLGFADDVLNLRWRHKLLLPTAASLPLLMVYFTNFGNTTIVVPKPFRWILGLHLDLGILYYVYMGLLAVFCTNAINILAGINGLEAGQSLVISASIIVFNLVELEGDYRDDHIFSLYFMIPFFFTTLGLLYHNWYPSRVFVGDTFCYFAGMTFAVVGILGHFSKTMLLFFMPQVFNFLYSLPQLFHIIP.... Result: 0 (no interaction). (2) The miRNA is hsa-miR-4699-3p with sequence AAUUUACUCUGCAAUCUUCUCC. The protein sequence of the target gene is MRPRKAFLLLLLLGLVQLLAVAGAEGPDEDSSNRENAIEDEEEEEEEDDDEEEDDLEVKEENGVLVLNDANFDNFVADKDTVLLEFYAPWCGHCKQFAPEYEKIANILKDKDPPIPVAKIDATSASVLASRFDVSGYPTIKILKKGQAVDYEGSRTQEEIVAKVREVSQPDWTPPPEVTLVLTKENFDEVVNDADIILVEFYAPWCGHCKKLAPEYEKAAKELSKRSPPIPLAKVDATAETDLAKRFDVSGYPTLKIFRKGRPYDYNGPREKYGIVDYMIEQSGPPSKEILTLKQVQEFL.... Result: 0 (no interaction). (3) The miRNA is mmu-miR-499-3p with sequence GAACAUCACAGCAAGUCUGUGCU. The protein sequence of the target gene is MSNFSEERATMIAAGDLQEFVPFGRDHCKHHPNALNLQLRQLQPASELWSSDGAAGLVGSLQEVTIHEKQKESWQLRKGVSEIGDAADYDEELYVAGNMVIWSKGSKSQALAVYKAFTVDSTVQQALWCDFIISQDKSEKIYKSHELEKCICILQSSCMNMHSIDGKDYIASLPFQVANVWATKYGLLFERCSSSHEVPPSLPREPLPTMFSMLHPLDEITPLVCKSGSLFGSSRVQYVVDPAVKIVFLNIDPSIVMTYDAVQNVHSVWTLRRVKPEEENAVLKFPEQAGTLQNATTSSS.... Result: 0 (no interaction). (4) The miRNA is hsa-miR-6789-5p with sequence GUAGGGGCGUCCCGGGCGCGCGGG. The protein sequence of the target gene is MAPDPSRRLCLLLLLLLSCRLVPASADGNSLSPLNPLVWLWPPKTSDSLEGPVSKPQNSSPVQSTENPTTHVVPQDGLTEQQTTPASSELPPEEEEEEDQKAGQGGSPATPAVPIPLVAPAASPDMKEENVAGVGAKILNVAQGIRSFVQLWDEDSTIGHSAGTEVPDSSIPTVLPSPAELSSAPQGSKTTLWLSSAIPSSPDAQTTEAGTLAVPTQLPPFQSNLQAPLGRPSAPPDFPGRAFLSSSTDQGSSWGNQEPPRQPQHLEGKGFLPMTARSSQQHRHSDVHSDIHGHVPLLPL.... Result: 0 (no interaction). (5) The miRNA is hsa-miR-4781-5p with sequence UAGCGGGGAUUCCAAUAUUGG. The protein sequence of the target gene is MRGGRGAPFWLWPLPKLALLPLLWVLFQRTRPQGSAGPLQCYGVGPLGDLNCSWEPLGDLGAPSELHLQSQKYRSNKTQTVAVAAGRSWVAIPREQLTMSDKLLVWGTKAGQPLWPPVFVNLETQMKPNAPRLGPDVDFSEDDPLEATVHWAPPTWPSHKVLICQFHYRRCQEAAWTLLEPELKTIPLTPVEIQDLELATGYKVYGRCRMEKEEDLWGEWSPILSFQTPPSAPKDVWVSGNLCGTPGGEEPLLLWKAPGPCVQVSYKVWFWVGGRELSPEGITCCCSLIPSGAEWARVSA.... Result: 0 (no interaction). (6) The miRNA is hsa-miR-4319 with sequence UCCCUGAGCAAAGCCAC. Result: 0 (no interaction). The protein sequence of the target gene is MMHPVASSNPAFCGPGKPSCLNEDAMRAADQFDIYSSQQSKYSHTVNHKPMVCQRQDPLNETHLQTTSGRSIEIKDELKKKKNLNRSGKRGRPSGTTKSAGYRTSTGRPLGTTKAAGFKTSPGRPLGTTKAAGYKVSPGRPPGSIKALSRLADLGYGCGTAAFPYPMMHGRAVHGVEETSSEVKPPNE. (7) The miRNA is mmu-miR-299a-3p with sequence UAUGUGGGACGGUAAACCGCUU. Result: 0 (no interaction). The protein sequence of the target gene is MLLLLLLAPLFLRPPGAGGAQTPNATSEGCQIIHPPWEGGIRYRGLTRDQVKAINFLPVDYEIEYVCRGEREVVGPKVRKCLANGSWTDMDTPSRCVRICSKSYLTLENGKVFLTGGDLPALDGARVDFRCDPDFHLVGSSRSICSQGQWSTPKPHCQVNRTPHSERRAVYIGALFPMSGGWPGGQACQPAVEMALEDVNSRRDILPDYELKLIHHDSKCDPGQATKYLYELLYNDPIKIILMPGCSSVSTLVAEAARMWNLIVLSYGSSSPALSNRQRFPTFFRTHPSATLHNPTRVKL.... (8) The miRNA is hsa-miR-1197 with sequence UAGGACACAUGGUCUACUUCU. The protein sequence of the target gene is MKEKSKNAAKTRREKENGEFYELAKLLPLPSAITSQLDKASIIRLTTSYLKMRAVFPEGLGDAWGQPSRAGPLDGVAKELGSHLLQTLDGFVFVVASDGKIMYISETASVHLGLSQVELTGNSIYEYIHPSDHDEMTAVLTAHQPLHHHLLQEYEIERSFFLRMKCVLAKRNAGLTCSGYKVIHCSGYLKIRQYMLDMSLYDSCYQIVGLVAVGQSLPPSAITEIKLYSNMFMFRASLDLKLIFLDSRVTEVTGYEPQDLIEKTLYHHVHGCDVFHLRYAHHLLLVKGQVTTKYYRLLSK.... Result: 0 (no interaction). (9) The miRNA is hsa-miR-5089-5p with sequence GUGGGAUUUCUGAGUAGCAUC. The protein sequence of the target gene is MAWQVSLLELEDRLQCPICLEVFKESLMLQCGHSYCKGCLVSLSYHLDTKVRCPMCWQVVDGSSSLPNVSLAWVIEALRLPGDPEPKVCVHHRNPLSLFCEKDQELICGLCGLLGSHQHHPVTPVSTVCSRMKEELAALFSELKQEQKKVDELIAKLVKNRTRIVNESDVFSWVIRREFQELRHPVDEEKARCLEGIGGHTRGLVASLDMQLEQAQGTRERLAQAECVLEQFGNEDHHEFIWKFHSMASR. Result: 1 (interaction). (10) Result: 0 (no interaction). The miRNA is mmu-miR-767 with sequence UGCACCAUGGUUGUCUGAGCA. The protein sequence of the target gene is MNRFGTRLVGATATPPPPPKARSNENLDKIDMSLDDIIKLNRKEGKKQNFPRLNRRLQQSGTRQFRMRVRWGIQQNSGFGKTSLSRRGRVLPGKRRPYGVITGLAARKATGIRKGISPMNRPPLSDKNIERYFPALKRKTSLLRQNEVQRKQVAVLKRPNQLNRKNNIPANFTRNGNKLSHQKDTRQATFLFRRGLKVQTQLNTEQLIDDVVAKRTRQWRTSTTNGGILTVSIDNPGAVQCPVTQKPRLTRTAVPSFLTKREQSDVKKVPKGVPLQFDINSVGKQTGMTLNERFGILKEQ....